Task: Regression. Given two drug SMILES strings and cell line genomic features, predict the synergy score measuring deviation from expected non-interaction effect.. Dataset: NCI-60 drug combinations with 297,098 pairs across 59 cell lines (1) Drug 1: C1=CC(=C2C(=C1NCCNCCO)C(=O)C3=C(C=CC(=C3C2=O)O)O)NCCNCCO. Drug 2: C1CC(=O)NC(=O)C1N2C(=O)C3=CC=CC=C3C2=O. Cell line: MCF7. Synergy scores: CSS=40.6, Synergy_ZIP=4.44, Synergy_Bliss=5.91, Synergy_Loewe=-20.1, Synergy_HSA=5.46. (2) Cell line: SF-539. Synergy scores: CSS=15.9, Synergy_ZIP=-9.21, Synergy_Bliss=-5.81, Synergy_Loewe=-3.91, Synergy_HSA=-3.16. Drug 2: CCN(CC)CCCC(C)NC1=C2C=C(C=CC2=NC3=C1C=CC(=C3)Cl)OC. Drug 1: C1CC(C1)(C(=O)O)C(=O)O.[NH2-].[NH2-].[Pt+2]. (3) Drug 1: CC1=C(C=C(C=C1)NC2=NC=CC(=N2)N(C)C3=CC4=NN(C(=C4C=C3)C)C)S(=O)(=O)N.Cl. Drug 2: C1=CC(=C2C(=C1NCCNCCO)C(=O)C3=C(C=CC(=C3C2=O)O)O)NCCNCCO. Cell line: OVCAR3. Synergy scores: CSS=35.5, Synergy_ZIP=8.53, Synergy_Bliss=9.45, Synergy_Loewe=-15.0, Synergy_HSA=9.06. (4) Drug 1: C1=CC=C(C=C1)NC(=O)CCCCCCC(=O)NO. Drug 2: CC1=C(N=C(N=C1N)C(CC(=O)N)NCC(C(=O)N)N)C(=O)NC(C(C2=CN=CN2)OC3C(C(C(C(O3)CO)O)O)OC4C(C(C(C(O4)CO)O)OC(=O)N)O)C(=O)NC(C)C(C(C)C(=O)NC(C(C)O)C(=O)NCCC5=NC(=CS5)C6=NC(=CS6)C(=O)NCCC[S+](C)C)O. Cell line: SK-MEL-2. Synergy scores: CSS=63.3, Synergy_ZIP=-5.63, Synergy_Bliss=-7.39, Synergy_Loewe=1.69, Synergy_HSA=3.23. (5) Drug 1: CC1C(C(=O)NC(C(=O)N2CCCC2C(=O)N(CC(=O)N(C(C(=O)O1)C(C)C)C)C)C(C)C)NC(=O)C3=C4C(=C(C=C3)C)OC5=C(C(=O)C(=C(C5=N4)C(=O)NC6C(OC(=O)C(N(C(=O)CN(C(=O)C7CCCN7C(=O)C(NC6=O)C(C)C)C)C)C(C)C)C)N)C. Drug 2: C1=CN(C=N1)CC(O)(P(=O)(O)O)P(=O)(O)O. Cell line: SN12C. Synergy scores: CSS=16.4, Synergy_ZIP=-3.44, Synergy_Bliss=1.38, Synergy_Loewe=-10.6, Synergy_HSA=0.620.